From a dataset of Forward reaction prediction with 1.9M reactions from USPTO patents (1976-2016). Predict the product of the given reaction. (1) Given the reactants [NH2:1][C:2]1[CH:7]=[C:6]([Cl:8])[N:5]=[C:4]([Cl:9])[N:3]=1.[Cl:10]N1C(=O)CCC1=O.O, predict the reaction product. The product is: [Cl:9][C:4]1[N:3]=[C:2]([NH2:1])[C:7]([Cl:10])=[C:6]([Cl:8])[N:5]=1. (2) Given the reactants Br[CH2:2][C:3]1[CH:4]=[N:5][C:6]([C:9]2[CH:14]=[CH:13][CH:12]=[CH:11][CH:10]=2)=[N:7][CH:8]=1.[N:15]1[CH:20]=[C:19](B(O)O)[CH:18]=[N:17][CH:16]=1, predict the reaction product. The product is: [C:9]1([C:6]2[N:5]=[CH:4][C:3]([CH2:2][C:19]3[CH:20]=[N:15][CH:16]=[N:17][CH:18]=3)=[CH:8][N:7]=2)[CH:14]=[CH:13][CH:12]=[CH:11][CH:10]=1. (3) The product is: [NH2:46][C:47]1[N:48]=[CH:49][C:50]([C:34]2[N:3]=[N:2][N:1]([C:4]3[CH:5]=[C:6]([CH:27]=[CH:28][C:29]=3[CH3:30])[C:7]([NH:9][C:10]3[CH:15]=[C:14]([C:16]([CH3:18])([CH3:19])[CH3:17])[CH:13]=[C:12]([NH:20][S:21]([CH3:24])(=[O:22])=[O:23])[C:11]=3[O:25][CH3:26])=[O:8])[CH:35]=2)=[CH:51][CH:52]=1. Given the reactants [N:1]([C:4]1[CH:5]=[C:6]([CH:27]=[CH:28][C:29]=1[CH3:30])[C:7]([NH:9][C:10]1[CH:15]=[C:14]([C:16]([CH3:19])([CH3:18])[CH3:17])[CH:13]=[C:12]([NH:20][S:21]([CH3:24])(=[O:23])=[O:22])[C:11]=1[O:25][CH3:26])=[O:8])=[N+:2]=[N-:3].[OH-].[Na+].O=[C:34]1O[C@H]([C@H](CO)O)C([O-])=[C:35]1O.[Na+].[NH2:46][C:47]1[CH:52]=[C:51](C#C)[CH:50]=[CH:49][N:48]=1, predict the reaction product. (4) The product is: [C:1]([O:5][C:6]([N:8]1[CH2:13][CH2:12][CH:11]([NH:14][CH2:22][C:19]2[CH:20]=[N:21][C:16]([CH3:15])=[CH:17][CH:18]=2)[CH2:10][CH2:9]1)=[O:7])([CH3:4])([CH3:2])[CH3:3]. Given the reactants [C:1]([O:5][C:6]([N:8]1[CH2:13][CH2:12][CH:11]([NH2:14])[CH2:10][CH2:9]1)=[O:7])([CH3:4])([CH3:3])[CH3:2].[CH3:15][C:16]1[N:21]=[CH:20][C:19]([CH:22]=O)=[CH:18][CH:17]=1.[BH4-].[Na+].C(O)(=O)C, predict the reaction product. (5) Given the reactants CN(C)/[CH:3]=[CH:4]/[C:5]([C:7]1[C:8]([C:18]2[CH:23]=[CH:22][C:21]([F:24])=[CH:20][CH:19]=2)=[N:9][N:10]2[C:15]=1[CH:14]=[CH:13][N:12]=[C:11]2[S:16][CH3:17])=O.Cl.[CH:27]1([NH:32][C:33]([NH2:35])=[NH:34])[CH2:31][CH2:30][CH2:29][CH2:28]1.C(=O)([O-])[O-].[K+].[K+], predict the reaction product. The product is: [CH:27]1([NH:32][C:33]2[N:35]=[C:5]([C:7]3[C:8]([C:18]4[CH:19]=[CH:20][C:21]([F:24])=[CH:22][CH:23]=4)=[N:9][N:10]4[C:15]=3[CH:14]=[CH:13][N:12]=[C:11]4[S:16][CH3:17])[CH:4]=[CH:3][N:34]=2)[CH2:31][CH2:30][CH2:29][CH2:28]1. (6) Given the reactants [Cl:1][C:2]1[CH:7]=[C:6]([Cl:8])[CH:5]=[CH:4][C:3]=1[C:9]1[N:14]=[CH:13][C:12]([C:15]([O:17]C)=[O:16])=[CH:11][C:10]=1[C:19]1[CH:24]=[CH:23][C:22]([Cl:25])=[CH:21][CH:20]=1.[OH-].[Na+].Cl, predict the reaction product. The product is: [Cl:1][C:2]1[CH:7]=[C:6]([Cl:8])[CH:5]=[CH:4][C:3]=1[C:9]1[N:14]=[CH:13][C:12]([C:15]([OH:17])=[O:16])=[CH:11][C:10]=1[C:19]1[CH:24]=[CH:23][C:22]([Cl:25])=[CH:21][CH:20]=1. (7) Given the reactants [CH3:1][O:2][C:3](=[O:20])[CH2:4][N:5]1[C:9](=[O:10])[N:8]([CH2:11][C:12]2[CH:17]=[CH:16][CH:15]=[C:14]([F:18])[CH:13]=2)[C:7](Br)=[N:6]1.[OH:21][C:22]1[CH:27]=[CH:26][CH:25]=[CH:24][C:23]=1B(O)O, predict the reaction product. The product is: [CH3:1][O:2][C:3](=[O:20])[CH2:4][N:5]1[C:9](=[O:10])[N:8]([CH2:11][C:12]2[CH:17]=[CH:16][CH:15]=[C:14]([F:18])[CH:13]=2)[C:7]([C:23]2[CH:24]=[CH:25][CH:26]=[CH:27][C:22]=2[OH:21])=[N:6]1.